Dataset: Peptide-MHC class I binding affinity with 185,985 pairs from IEDB/IMGT. Task: Regression. Given a peptide amino acid sequence and an MHC pseudo amino acid sequence, predict their binding affinity value. This is MHC class I binding data. (1) The peptide sequence is KQMSQPYAV. The MHC is HLA-A26:01 with pseudo-sequence HLA-A26:01. The binding affinity (normalized) is 0.0847. (2) The peptide sequence is RQLESRLGY. The MHC is HLA-B08:01 with pseudo-sequence HLA-B08:01. The binding affinity (normalized) is 0.0847. (3) The peptide sequence is DIIRAHPWF. The binding affinity (normalized) is 0.0847. The MHC is HLA-A30:01 with pseudo-sequence HLA-A30:01. (4) The peptide sequence is WLGDVWQEK. The MHC is HLA-B39:01 with pseudo-sequence HLA-B39:01. The binding affinity (normalized) is 0.0847. (5) The peptide sequence is STSNPLGFFP. The MHC is HLA-A02:03 with pseudo-sequence HLA-A02:03. The binding affinity (normalized) is 0.769. (6) The peptide sequence is YEERLNEQLL. The MHC is HLA-B45:01 with pseudo-sequence HLA-B45:01. The binding affinity (normalized) is 0. (7) The peptide sequence is TPMFNDINI. The MHC is HLA-B53:01 with pseudo-sequence HLA-B53:01. The binding affinity (normalized) is 0.441.